From a dataset of Catalyst prediction with 721,799 reactions and 888 catalyst types from USPTO. Predict which catalyst facilitates the given reaction. (1) Reactant: FC(F)(F)C(O)=O.[NH2:8][C:9]1[N:10]=[C:11]([NH:26][CH:27]2[CH2:32][CH2:31][N:30](C(OC(C)(C)C)=O)[CH2:29][CH2:28]2)[C:12]2[N:18]=[C:17]([C:19]3[CH:24]=[CH:23][C:22]([F:25])=[CH:21][CH:20]=3)[CH:16]=[CH:15][C:13]=2[N:14]=1. Product: [NH2:8][C:9]1[N:10]=[C:11]([NH:26][CH:27]2[CH2:32][CH2:31][NH:30][CH2:29][CH2:28]2)[C:12]2[N:18]=[C:17]([C:19]3[CH:20]=[CH:21][C:22]([F:25])=[CH:23][CH:24]=3)[CH:16]=[CH:15][C:13]=2[N:14]=1. The catalyst class is: 4. (2) Reactant: [CH:1]1([C:4]#[C:5][C:6]2[O:10][N:9]=[C:8]([CH2:11][CH2:12][C@@:13]([CH3:21])([S:17]([CH3:20])(=[O:19])=[O:18])[C:14]([OH:16])=O)[CH:7]=2)[CH2:3][CH2:2]1.C(Cl)CCl.[O:26]1[CH2:31][CH2:30][CH2:29][CH2:28][CH:27]1[O:32][NH2:33]. Product: [CH:1]1([C:4]#[C:5][C:6]2[O:10][N:9]=[C:8]([CH2:11][CH2:12][C@@:13]([CH3:21])([S:17]([CH3:20])(=[O:19])=[O:18])[C:14]([NH:33][O:32][CH:27]3[CH2:28][CH2:29][CH2:30][CH2:31][O:26]3)=[O:16])[CH:7]=2)[CH2:2][CH2:3]1. The catalyst class is: 3. (3) Reactant: [CH2:1]([O:3][C:4]([C:6]1[CH:15]=[CH:14][C:13]2[C:8](=[CH:9][CH:10]=[C:11]([OH:16])[CH:12]=2)[N:7]=1)=[O:5])[CH3:2].C1(P(C2C=CC=CC=2)C2C=CC=CC=2)C=CC=CC=1.[CH3:36][N:37]1[CH2:41][CH2:40][CH2:39][CH:38]1[CH2:42][CH2:43]O. Product: [CH2:1]([O:3][C:4]([C:6]1[CH:15]=[CH:14][C:13]2[C:8](=[CH:9][CH:10]=[C:11]([O:16][CH2:43][CH2:42][CH:38]3[CH2:39][CH2:40][CH2:41][N:37]3[CH3:36])[CH:12]=2)[N:7]=1)=[O:5])[CH3:2]. The catalyst class is: 247.